Dataset: NCI-60 drug combinations with 297,098 pairs across 59 cell lines. Task: Regression. Given two drug SMILES strings and cell line genomic features, predict the synergy score measuring deviation from expected non-interaction effect. (1) Drug 1: CCN(CC)CCNC(=O)C1=C(NC(=C1C)C=C2C3=C(C=CC(=C3)F)NC2=O)C. Drug 2: C1CC(=O)NC(=O)C1N2C(=O)C3=CC=CC=C3C2=O. Cell line: 786-0. Synergy scores: CSS=5.55, Synergy_ZIP=3.37, Synergy_Bliss=-2.39, Synergy_Loewe=0.939, Synergy_HSA=-3.07. (2) Drug 1: CC1=C(C=C(C=C1)NC2=NC=CC(=N2)N(C)C3=CC4=NN(C(=C4C=C3)C)C)S(=O)(=O)N.Cl. Drug 2: COC1=C(C=C2C(=C1)N=CN=C2NC3=CC(=C(C=C3)F)Cl)OCCCN4CCOCC4. Cell line: SK-MEL-5. Synergy scores: CSS=33.7, Synergy_ZIP=13.4, Synergy_Bliss=12.8, Synergy_Loewe=0.430, Synergy_HSA=10.9. (3) Drug 1: C1=C(C(=O)NC(=O)N1)F. Drug 2: CC(C)CN1C=NC2=C1C3=CC=CC=C3N=C2N. Cell line: A498. Synergy scores: CSS=40.1, Synergy_ZIP=-5.42, Synergy_Bliss=-12.7, Synergy_Loewe=-14.1, Synergy_HSA=-13.7. (4) Drug 1: CC1=C(C(=O)C2=C(C1=O)N3CC4C(C3(C2COC(=O)N)OC)N4)N. Drug 2: C1CNP(=O)(OC1)N(CCCl)CCCl. Cell line: OVCAR-4. Synergy scores: CSS=4.92, Synergy_ZIP=-0.181, Synergy_Bliss=1.32, Synergy_Loewe=-6.13, Synergy_HSA=-0.857. (5) Drug 1: C1C(C(OC1N2C=NC3=C(N=C(N=C32)Cl)N)CO)O. Synergy scores: CSS=47.3, Synergy_ZIP=1.50, Synergy_Bliss=4.29, Synergy_Loewe=2.64, Synergy_HSA=4.57. Drug 2: C1C(C(OC1N2C=NC(=NC2=O)N)CO)O. Cell line: UO-31.